This data is from Catalyst prediction with 721,799 reactions and 888 catalyst types from USPTO. The task is: Predict which catalyst facilitates the given reaction. (1) Reactant: [F:1][C:2]1[CH:3]=[C:4]([CH:27]=[CH:28][C:29]=1[CH3:30])[CH2:5][NH:6][CH:7]1[CH2:12][CH2:11][N:10]([CH2:13][CH2:14][N:15]2[C:24]3[C:19](=[CH:20][CH:21]=[C:22]([F:25])[CH:23]=3)[N:18]=[CH:17][C:16]2=[O:26])[CH2:9][CH2:8]1.[ClH:31].C(OCC)(=O)C. Product: [ClH:31].[F:1][C:2]1[CH:3]=[C:4]([CH:27]=[CH:28][C:29]=1[CH3:30])[CH2:5][NH:6][CH:7]1[CH2:12][CH2:11][N:10]([CH2:13][CH2:14][N:15]2[C:24]3[C:19](=[CH:20][CH:21]=[C:22]([F:25])[CH:23]=3)[N:18]=[CH:17][C:16]2=[O:26])[CH2:9][CH2:8]1. The catalyst class is: 22. (2) Reactant: [CH2:1]([O:3][C:4]([C:6]1[C:7]([OH:24])=[C:8]2[CH:16]=[CH:15][N:14]([CH2:17][C:18]3[CH:23]=[CH:22][CH:21]=[CH:20][CH:19]=3)[C:9]2=[C:10]([C:12]#[N:13])[N:11]=1)=[O:5])[CH3:2].[C:25](OC(=O)C)(=[O:27])[CH3:26]. Product: [CH2:1]([O:3][C:4]([C:6]1[C:7]([O:24][C:25](=[O:27])[CH3:26])=[C:8]2[CH:16]=[CH:15][N:14]([CH2:17][C:18]3[CH:19]=[CH:20][CH:21]=[CH:22][CH:23]=3)[C:9]2=[C:10]([C:12]#[N:13])[N:11]=1)=[O:5])[CH3:2]. The catalyst class is: 66. (3) Reactant: [NH2:1][C:2]1[CH:10]=[C:9]([N+:11]([O-:13])=[O:12])[CH:8]=[CH:7][C:3]=1[C:4]([OH:6])=[O:5].N1([C:19](N2C=CN=C2)=[O:20])C=CN=C1. Product: [N+:11]([C:9]1[CH:8]=[CH:7][C:3]2[C:4](=[O:6])[O:5][C:19](=[O:20])[NH:1][C:2]=2[CH:10]=1)([O-:13])=[O:12]. The catalyst class is: 7. (4) The catalyst class is: 588. Product: [F:37][C:34]([F:35])([F:36])[C:32]1[CH:31]=[C:30]([CH:29]=[C:28]([C:27]([F:46])([F:47])[F:26])[CH:33]=1)[CH2:38][N:39]([CH2:14][C:13]1[C:8]([N:7]([CH2:6][CH:1]2[CH2:5][CH2:4][CH2:3][CH2:2]2)[CH2:20][CH3:21])=[N:9][CH:10]=[C:11]([C:16]([F:19])([F:18])[F:17])[CH:12]=1)[C:40]1[N:41]=[N:42][N:43]([CH3:45])[N:44]=1. Reactant: [CH:1]1([CH2:6][N:7]([CH2:20][CH3:21])[C:8]2[C:13]([CH2:14]O)=[CH:12][C:11]([C:16]([F:19])([F:18])[F:17])=[CH:10][N:9]=2)[CH2:5][CH2:4][CH2:3][CH2:2]1.S(Cl)(Cl)=O.[F:26][C:27]([F:47])([F:46])[C:28]1[CH:29]=[C:30]([CH2:38][NH:39][C:40]2[N:41]=[N:42][N:43]([CH3:45])[N:44]=2)[CH:31]=[C:32]([C:34]([F:37])([F:36])[F:35])[CH:33]=1.CC(C)([O-])C.[K+].[Cl-].[NH4+]. (5) Reactant: [NH2:1][C:2]1[C:6]([C:7]([O:9][CH2:10][CH:11]=[CH2:12])=[O:8])=[C:5]([NH2:13])[NH:4][N:3]=1.C([O-])([O-])=O.[Cs+].[Cs+].[C:20](OC)(=[O:23])[C:21]#[CH:22]. Product: [NH2:13][C:5]1[C:6]([C:7]([O:9][CH2:10][CH:11]=[CH2:12])=[O:8])=[C:2]2[NH:1][C:20](=[O:23])[CH:21]=[CH:22][N:3]2[N:4]=1. The catalyst class is: 14. (6) Product: [Cl:12][C:10]1[CH:9]=[CH:8][C:7]2[O:13][CH2:2][C:3](=[O:4])[NH:5][C:6]=2[CH:11]=1. The catalyst class is: 9. Reactant: Cl[CH2:2][C:3]([NH:5][C:6]1[CH:11]=[C:10]([Cl:12])[CH:9]=[CH:8][C:7]=1[OH:13])=[O:4].C(=O)([O-])[O-].[K+].[K+].Cl. (7) Reactant: [OH-].[Na+].[CH3:3][CH:4]1[CH2:8][CH2:7][CH2:6][N:5]1[CH2:9][CH2:10][O:11][C:12]1[CH:17]=[CH:16][C:15]([C:18]2[O:19][CH:20]=[C:21]([CH2:23][C:24]([O:26]C)=[O:25])[N:22]=2)=[CH:14][CH:13]=1. Product: [CH3:3][CH:4]1[CH2:8][CH2:7][CH2:6][N:5]1[CH2:9][CH2:10][O:11][C:12]1[CH:13]=[CH:14][C:15]([C:18]2[O:19][CH:20]=[C:21]([CH2:23][C:24]([OH:26])=[O:25])[N:22]=2)=[CH:16][CH:17]=1. The catalyst class is: 8.